This data is from Full USPTO retrosynthesis dataset with 1.9M reactions from patents (1976-2016). The task is: Predict the reactants needed to synthesize the given product. Given the product [CH2:1]([N:8]1[C:13](=[O:14])[C:12]([C:22]2[CH:23]=[CH:24][C:19]([F:18])=[CH:20][CH:21]=2)=[C:11]([O:16][CH3:17])[CH:10]=[N:9]1)[C:2]1[CH:7]=[CH:6][CH:5]=[CH:4][CH:3]=1, predict the reactants needed to synthesize it. The reactants are: [CH2:1]([N:8]1[C:13](=[O:14])[C:12](Br)=[C:11]([O:16][CH3:17])[CH:10]=[N:9]1)[C:2]1[CH:7]=[CH:6][CH:5]=[CH:4][CH:3]=1.[F:18][C:19]1[CH:24]=[CH:23][C:22](B(O)O)=[CH:21][CH:20]=1.[F-].[Cs+].N.